Task: Predict which catalyst facilitates the given reaction.. Dataset: Catalyst prediction with 721,799 reactions and 888 catalyst types from USPTO Reactant: [NH2:1][C:2]1[C:7]([Cl:8])=[CH:6][CH:5]=[CH:4][C:3]=1[CH:9]([C:11]1[CH:16]=[CH:15][CH:14]=[C:13]([O:17][CH3:18])[C:12]=1[O:19][CH3:20])[OH:10].[CH3:21][O:22][C:23]1[CH:30]=[C:29]([O:31][CH3:32])[CH:28]=[CH:27][C:24]=1[CH:25]=O.[BH4-].[Na+]. Product: [Cl:8][C:7]1[C:2]([NH:1][CH2:25][C:24]2[CH:27]=[CH:28][C:29]([O:31][CH3:32])=[CH:30][C:23]=2[O:22][CH3:21])=[C:3]([CH:9]([C:11]2[CH:16]=[CH:15][CH:14]=[C:13]([O:17][CH3:18])[C:12]=2[O:19][CH3:20])[OH:10])[CH:4]=[CH:5][CH:6]=1. The catalyst class is: 15.